Dataset: Peptide-MHC class I binding affinity with 185,985 pairs from IEDB/IMGT. Task: Regression. Given a peptide amino acid sequence and an MHC pseudo amino acid sequence, predict their binding affinity value. This is MHC class I binding data. (1) The peptide sequence is YLGVNNLPY. The MHC is HLA-A68:01 with pseudo-sequence HLA-A68:01. The binding affinity (normalized) is 0. (2) The peptide sequence is LMSFTILCLV. The MHC is HLA-A02:02 with pseudo-sequence HLA-A02:02. The binding affinity (normalized) is 1.00.